Dataset: Full USPTO retrosynthesis dataset with 1.9M reactions from patents (1976-2016). Task: Predict the reactants needed to synthesize the given product. (1) Given the product [F:36][C:15]([F:14])([F:35])[C:16]1[CH:30]=[C:29]([C:31]([F:34])([F:33])[F:32])[CH:28]=[CH:27][C:17]=1[CH2:18][N:19]1[CH2:24][CH2:23][CH:22](/[CH:25]=[C:12]2/[C:8]([NH:7][CH2:6][CH2:5][S:2]([CH3:1])(=[O:3])=[O:4])=[N:9][C:10](=[O:13])[S:11]/2)[CH2:21][CH2:20]1, predict the reactants needed to synthesize it. The reactants are: [CH3:1][S:2]([CH2:5][CH2:6][NH:7][C:8]1[CH2:12][S:11][C:10](=[O:13])[N:9]=1)(=[O:4])=[O:3].[F:14][C:15]([F:36])([F:35])[C:16]1[CH:30]=[C:29]([C:31]([F:34])([F:33])[F:32])[CH:28]=[CH:27][C:17]=1[CH2:18][N:19]1[CH2:24][CH2:23][CH:22]([CH:25]=O)[CH2:21][CH2:20]1.C([O-])(=O)C.[NH2+]1CCCCC1. (2) Given the product [CH2:32]([S:29]([C:25]1[CH:24]=[C:23]([CH:28]=[CH:27][CH:26]=1)[O:19][C:15]1[CH:14]=[C:13]([C:10]2[CH:9]=[N:8][C:7]3[C:12](=[C:3]([C:2]([F:1])([F:20])[F:21])[CH:4]=[CH:5][CH:6]=3)[N:11]=2)[CH:18]=[CH:17][CH:16]=1)(=[O:30])=[O:31])[CH:33]([CH3:35])[CH3:34], predict the reactants needed to synthesize it. The reactants are: [F:1][C:2]([F:21])([F:20])[C:3]1[CH:4]=[CH:5][CH:6]=[C:7]2[C:12]=1[N:11]=[C:10]([C:13]1[CH:14]=[C:15]([OH:19])[CH:16]=[CH:17][CH:18]=1)[CH:9]=[N:8]2.F[C:23]1[CH:28]=[CH:27][CH:26]=[C:25]([S:29]([CH2:32][CH:33]([CH3:35])[CH3:34])(=[O:31])=[O:30])[CH:24]=1.FC1C=CC=C(S(C)(=O)=O)C=1. (3) The reactants are: [Cl:1][C:2]1[CH:23]=[C:22]([C:24]([F:27])([F:26])[F:25])[CH:21]=[CH:20][C:3]=1[CH2:4][N:5]1[C:9]([CH2:10][CH2:11][C:12](O)=[O:13])=[CH:8][C:7]([O:15][CH2:16][CH:17]2[CH2:19][CH2:18]2)=[N:6]1.[CH3:28][O:29][CH2:30][CH2:31][CH2:32][S:33]([NH2:36])(=[O:35])=[O:34].N12CCCN=C1CCCCC2. Given the product [Cl:1][C:2]1[CH:23]=[C:22]([C:24]([F:27])([F:25])[F:26])[CH:21]=[CH:20][C:3]=1[CH2:4][N:5]1[C:9]([CH2:10][CH2:11][C:12]([NH:36][S:33]([CH2:32][CH2:31][CH2:30][O:29][CH3:28])(=[O:35])=[O:34])=[O:13])=[CH:8][C:7]([O:15][CH2:16][CH:17]2[CH2:19][CH2:18]2)=[N:6]1, predict the reactants needed to synthesize it. (4) Given the product [CH3:1][O:2][C:3]([C:5]1[CH:6]=[C:7]2[C:11](=[CH:12][CH:13]=1)[NH:10][CH2:9][CH2:8]2)=[O:4], predict the reactants needed to synthesize it. The reactants are: [CH3:1][O:2][C:3]([C:5]1[CH:6]=[C:7]2[C:11](=[CH:12][CH:13]=1)[NH:10][CH:9]=[CH:8]2)=[O:4].C([BH3-])#N.[Na+].O. (5) Given the product [NH2:1][S:2]([C:5]1[CH:10]=[CH:9][C:8]([N:11]2[C:15]([CH2:16][C:17]3[CH:22]=[CH:21][CH:20]=[CH:19][CH:18]=3)=[CH:14][C:13]([C:24]([O:26][CH3:27])=[O:25])=[N:12]2)=[C:7]([F:28])[CH:6]=1)(=[O:4])=[O:3], predict the reactants needed to synthesize it. The reactants are: [NH2:1][S:2]([C:5]1[CH:10]=[CH:9][C:8]([N:11]2[C:15]([CH2:16][C:17]3[CH:22]=[CH:21][C:20](Br)=[CH:19][CH:18]=3)=[CH:14][C:13]([C:24]([O:26][CH3:27])=[O:25])=[N:12]2)=[C:7]([F:28])[CH:6]=1)(=[O:4])=[O:3].